From a dataset of Catalyst prediction with 721,799 reactions and 888 catalyst types from USPTO. Predict which catalyst facilitates the given reaction. (1) Reactant: [F:1][C:2]1[C:7]([CH:8]=O)=[CH:6][CH:5]=[C:4]([F:10])[C:3]=1[C:11]1[N:16]=[C:15]([C:17]([O:19][CH3:20])=[O:18])[CH:14]=[CH:13][C:12]=1[F:21].[H-].[Na+].[CH2:24]1COCC1. Product: [F:1][C:2]1[C:7]([CH:8]=[CH2:24])=[CH:6][CH:5]=[C:4]([F:10])[C:3]=1[C:11]1[N:16]=[C:15]([C:17]([O:19][CH3:20])=[O:18])[CH:14]=[CH:13][C:12]=1[F:21]. The catalyst class is: 629. (2) Reactant: [C:1]([CH2:3][C:4]([NH:6][CH2:7][C:8](=[O:15])[C:9]1[CH:14]=[CH:13][CH:12]=[CH:11][CH:10]=1)=O)#[N:2].CC(=O)OCC. Product: [C:9]1([C:8]2[O:15][C:4]([CH2:3][C:1]#[N:2])=[N:6][CH:7]=2)[CH:10]=[CH:11][CH:12]=[CH:13][CH:14]=1. The catalyst class is: 265. (3) Reactant: [Cl:1][C:2]1[N:3]=[C:4]([NH2:19])[C:5]2[CH:10]=[CH:9][N:8]([CH2:11][O:12][CH2:13][CH2:14][Si:15]([CH3:18])([CH3:17])[CH3:16])[C:6]=2[N:7]=1.Cl[CH2:21][CH:22]=O. Product: [Cl:1][C:2]1[N:3]2[CH:21]=[CH:22][N:19]=[C:4]2[C:5]2[CH:10]=[CH:9][N:8]([CH2:11][O:12][CH2:13][CH2:14][Si:15]([CH3:16])([CH3:18])[CH3:17])[C:6]=2[N:7]=1. The catalyst class is: 12. (4) Reactant: [CH2:1]([O:3][C:4](=[O:24])[CH2:5][C@H:6]([NH:20][C:21]([NH2:23])=[O:22])[CH2:7][C:8]1[CH:13]=[CH:12][C:11]([C:14]2[CH:19]=[CH:18][CH:17]=[CH:16][CH:15]=2)=[CH:10][CH:9]=1)[CH3:2].Br[CH2:26][C:27](=O)[C:28]([O:30][CH2:31][CH3:32])=[O:29]. Product: [CH2:31]([O:30][C:28]([C:27]1[N:23]=[C:21]([NH:20][C@H:6]([CH2:7][C:8]2[CH:13]=[CH:12][C:11]([C:14]3[CH:19]=[CH:18][CH:17]=[CH:16][CH:15]=3)=[CH:10][CH:9]=2)[CH2:5][C:4]([O:3][CH2:1][CH3:2])=[O:24])[O:22][CH:26]=1)=[O:29])[CH3:32]. The catalyst class is: 14. (5) Reactant: Cl.[C:2]1([N:8]2[C:12]3[C:13]4[S:17][C:16]([NH:18]C(=O)C)=[N:15][C:14]=4[CH2:22][CH2:23][C:11]=3[CH:10]=[N:9]2)[CH:7]=[CH:6][CH:5]=[CH:4][CH:3]=1.[OH-].[Na+]. Product: [C:2]1([N:8]2[C:12]3[C:13]4[S:17][C:16]([NH2:18])=[N:15][C:14]=4[CH2:22][CH2:23][C:11]=3[CH:10]=[N:9]2)[CH:3]=[CH:4][CH:5]=[CH:6][CH:7]=1. The catalyst class is: 6. (6) Reactant: [F:1][C:2]([F:15])([F:14])[C:3]1[CH:7]=[CH:6][N:5]([CH2:8][C:9]([O:11]CC)=O)[N:4]=1.[H-].[Al+3].[Li+].[H-].[H-].[H-].S([O-])([O-])(=O)=O.[Na+].[Na+].C(N(CC)CC)C.[C:36]1([CH3:46])[CH:41]=[CH:40][C:39]([S:42](Cl)(=[O:44])=[O:43])=[CH:38][CH:37]=1. Product: [CH3:46][C:36]1[CH:41]=[CH:40][C:39]([S:42]([O:11][CH2:9][CH2:8][N:5]2[CH:6]=[CH:7][C:3]([C:2]([F:1])([F:14])[F:15])=[N:4]2)(=[O:44])=[O:43])=[CH:38][CH:37]=1. The catalyst class is: 489. (7) Reactant: [Cl:1][C:2]1[C:3]([Cl:11])=[N:4][CH:5]=[C:6]([CH:10]=1)[C:7](O)=[O:8].Cl.[CH3:13][O:14][NH:15][CH3:16]. Product: [Cl:1][C:2]1[C:3]([Cl:11])=[N:4][CH:5]=[C:6]([CH:10]=1)[C:7]([N:15]([O:14][CH3:13])[CH3:16])=[O:8]. The catalyst class is: 4. (8) Reactant: CC(C)([O-])C.[K+].[Cl-].[CH3:8][O:9][CH2:10]P(C1C=CC=CC=1)(C1C=CC=CC=1)C1C=CC=CC=1.[Br:30][C:31]1[CH:39]=[C:38]2[C:34]([C:35]([CH:48]=O)([CH3:47])[CH2:36][N:37]2[C:40]([O:42][C:43]([CH3:46])([CH3:45])[CH3:44])=[O:41])=[CH:33][CH:32]=1. Product: [Br:30][C:31]1[CH:39]=[C:38]2[C:34]([C:35](/[CH:48]=[CH:8]/[O:9][CH3:10])([CH3:47])[CH2:36][N:37]2[C:40]([O:42][C:43]([CH3:45])([CH3:44])[CH3:46])=[O:41])=[CH:33][CH:32]=1. The catalyst class is: 20. (9) Reactant: [OH-].[CH2:2]([N+:6]([CH2:15][CH2:16][CH2:17][CH3:18])([CH2:11][CH2:12][CH2:13][CH3:14])[CH2:7][CH2:8][CH2:9][CH3:10])[CH2:3][CH2:4][CH3:5].[C:19]([OH:24])(=[O:23])[CH:20]([CH3:22])[CH3:21]. Product: [C:19]([O-:24])(=[O:23])[CH:20]([CH3:22])[CH3:21].[CH2:15]([N+:6]([CH2:2][CH2:3][CH2:4][CH3:5])([CH2:7][CH2:8][CH2:9][CH3:10])[CH2:11][CH2:12][CH2:13][CH3:14])[CH2:16][CH2:17][CH3:18]. The catalyst class is: 6.